From a dataset of Forward reaction prediction with 1.9M reactions from USPTO patents (1976-2016). Predict the product of the given reaction. (1) The product is: [NH2:1][C:2]1[CH:7]=[CH:6][CH:5]=[CH:4][C:3]=1[NH:8][C:9](=[O:33])[C:10]1[CH:11]=[CH:12][C:13]([CH:16]2[CH2:20][CH2:19][CH:18]([C:21]3[CH:22]=[C:23]([O:31][CH3:32])[C:24]([O:29][CH3:30])=[C:25]([O:27][CH3:28])[CH:26]=3)[O:17]2)=[CH:14][CH:15]=1. Given the reactants [NH2:1][C:2]1[CH:7]=[CH:6][CH:5]=[CH:4][C:3]=1[NH:8][C:9](=[O:33])[C:10]1[CH:15]=[CH:14][C:13]([CH:16]2[CH:20]=[CH:19][CH:18]([C:21]3[CH:26]=[C:25]([O:27][CH3:28])[C:24]([O:29][CH3:30])=[C:23]([O:31][CH3:32])[CH:22]=3)[O:17]2)=[CH:12][CH:11]=1, predict the reaction product. (2) Given the reactants [CH2:1]([O:8][CH2:9][CH:10]([NH:17]C(=O)CC(OCC)=O)[CH2:11][C:12]([O:14][CH2:15][CH3:16])=[O:13])[C:2]1[CH:7]=[CH:6][CH:5]=[CH:4][CH:3]=1.C(NC(COCC1C=CC=CC=1)CC(OCC)=O)C=C.CN1C(=O)CC(=O)N(C)C1=O, predict the reaction product. The product is: [NH2:17][CH:10]([CH2:9][O:8][CH2:1][C:2]1[CH:3]=[CH:4][CH:5]=[CH:6][CH:7]=1)[CH2:11][C:12]([O:14][CH2:15][CH3:16])=[O:13]. (3) Given the reactants [CH3:1][C:2]([CH3:13])([CH2:6][C:7]1[CH:12]=[CH:11][CH:10]=[CH:9][CH:8]=1)[C:3](O)=[O:4].C(N(CC)CC)C.ClC(OCC)=O.[N-:27]=[N+:28]=[N-:29].[Na+], predict the reaction product. The product is: [CH3:1][C:2]([CH3:13])([CH2:6][C:7]1[CH:12]=[CH:11][CH:10]=[CH:9][CH:8]=1)[C:3]([N:27]=[N+:28]=[N-:29])=[O:4]. (4) Given the reactants [CH2:1]([NH2:8])[C:2]1[CH:7]=[CH:6][CH:5]=[CH:4][CH:3]=1.Cl[C:10]1[N:15]=[C:14]([NH:16][C:17]([C:19]2([C:22]3[CH:32]=[CH:31][C:25]4[O:26][C:27]([F:30])([F:29])[O:28][C:24]=4[CH:23]=3)[CH2:21][CH2:20]2)=[O:18])[CH:13]=[CH:12][C:11]=1[CH3:33], predict the reaction product. The product is: [CH2:1]([NH:8][C:10]1[N:15]=[C:14]([NH:16][C:17]([C:19]2([C:22]3[CH:32]=[CH:31][C:25]4[O:26][C:27]([F:30])([F:29])[O:28][C:24]=4[CH:23]=3)[CH2:20][CH2:21]2)=[O:18])[CH:13]=[CH:12][C:11]=1[CH3:33])[C:2]1[CH:7]=[CH:6][CH:5]=[CH:4][CH:3]=1. (5) Given the reactants CC(C)(C)C([NH:5][C:6]1[N:14]=[C:13]([CH3:15])[CH:12]=[CH:11][C:7]=1[C:8]([OH:10])=[O:9])=O.[OH-].[Na+].Cl, predict the reaction product. The product is: [NH2:5][C:6]1[N:14]=[C:13]([CH3:15])[CH:12]=[CH:11][C:7]=1[C:8]([OH:10])=[O:9]. (6) The product is: [F:15][C:16]1[CH:21]=[C:20]([C:2]2[C:3]([C:4]([OH:6])=[O:5])=[CH:7][C:8]([S:11]([CH3:14])(=[O:13])=[O:12])=[CH:9][CH:10]=2)[CH:19]=[CH:18][CH:17]=1. Given the reactants I[C:2]1[CH:10]=[CH:9][C:8]([S:11]([CH3:14])(=[O:13])=[O:12])=[CH:7][C:3]=1[C:4]([OH:6])=[O:5].[F:15][C:16]1[CH:17]=[C:18](B(O)O)[CH:19]=[CH:20][CH:21]=1, predict the reaction product. (7) Given the reactants [Br:1][C:2]1[CH:14]=[CH:13][C:5]([C:6](N(CC)CC)=[O:7])=[C:4]([CH2:15][C@H:16]([OH:18])[CH3:17])[CH:3]=1, predict the reaction product. The product is: [Br:1][C:2]1[CH:3]=[C:4]2[C:5](=[CH:13][CH:14]=1)[C:6](=[O:7])[O:18][C@H:16]([CH3:17])[CH2:15]2. (8) Given the reactants [CH2:1]([N:5]1[C:10](=[O:11])[CH:9]=[C:8]2[C:12]([CH3:16])([CH3:15])[CH2:13][NH:14][C:7]2=[CH:6]1)C(C)C.IC, predict the reaction product. The product is: [CH3:15][C:12]1([CH3:16])[C:8]2[C:7](=[CH:6][N:5]([CH3:1])[C:10](=[O:11])[CH:9]=2)[NH:14][CH2:13]1. (9) Given the reactants [CH2:1]([N:8]1[C:13](=[O:14])[C:12](Cl)=[C:11](Cl)[C:10]([O:17][CH2:18][C:19]2[CH:24]=[CH:23][CH:22]=[CH:21][CH:20]=2)=[N:9]1)[C:2]1[CH:7]=[CH:6][CH:5]=[CH:4][CH:3]=1.[Cl:25][C:26]1[CH:31]=[CH:30][C:29](B(O)O)=[CH:28][CH:27]=1.C(=O)([O-])[O-].[Na+].[Na+], predict the reaction product. The product is: [CH2:1]([N:8]1[C:13](=[O:14])[C:12]([C:29]2[CH:30]=[CH:31][C:26]([Cl:25])=[CH:27][CH:28]=2)=[C:11]([C:29]2[CH:30]=[CH:31][C:26]([Cl:25])=[CH:27][CH:28]=2)[C:10]([O:17][CH2:18][C:19]2[CH:24]=[CH:23][CH:22]=[CH:21][CH:20]=2)=[N:9]1)[C:2]1[CH:7]=[CH:6][CH:5]=[CH:4][CH:3]=1. (10) The product is: [O:1]1[C:5]2[CH:6]=[CH:7][C:8]([C:10]3[O:14][C:13]([CH2:15][CH2:16][C:17]([OH:19])=[O:18])=[N:12][N:11]=3)=[CH:9][C:4]=2[CH2:3][CH2:2]1. Given the reactants [O:1]1[C:5]2[CH:6]=[CH:7][C:8]([C:10]3[O:14][C:13]([CH2:15][CH2:16][C:17]([O:19]CC)=[O:18])=[N:12][N:11]=3)=[CH:9][C:4]=2[CH2:3][CH2:2]1.C(O)C.[OH-].[Na+].Cl, predict the reaction product.